This data is from Full USPTO retrosynthesis dataset with 1.9M reactions from patents (1976-2016). The task is: Predict the reactants needed to synthesize the given product. (1) The reactants are: [C:1]1([CH3:25])[CH:6]=[CH:5][CH:4]=[CH:3][C:2]=1[CH:7]1[CH2:16][CH2:15][C:14]2[C:9](=[CH:10][CH:11]=[C:12]([O:17][C@H:18]3[CH2:23][CH2:22][C@H:21]([NH2:24])[CH2:20][CH2:19]3)[CH:13]=2)[O:8]1.[O:26]1[CH2:30][CH2:29][CH:28]([CH:31]=O)[CH2:27]1.[C:33]([BH3-])#[N:34].[Na+]. Given the product [O:26]1[CH2:30][CH2:29][CH:28]([CH2:31][NH:24][C@H:21]2[CH2:20][CH2:19][C@H:18]([O:17][C:12]3[CH:13]=[C:14]4[C:9](=[CH:10][CH:11]=3)[O:8][CH:7]([C:2]3[CH:3]=[CH:4][CH:5]=[CH:6][C:1]=3[CH3:25])[CH2:16][CH2:15]4)[CH2:23][CH2:22]2)[CH2:27]1.[O:26]1[CH2:30][CH2:29][CH:28]([CH2:31][N:34]([CH2:33][CH:28]2[CH2:29][CH2:30][O:26][CH2:27]2)[C@H:21]2[CH2:22][CH2:23][C@H:18]([O:17][C:12]3[CH:13]=[C:14]4[C:9](=[CH:10][CH:11]=3)[O:8][CH:7]([C:2]3[CH:3]=[CH:4][CH:5]=[CH:6][C:1]=3[CH3:25])[CH2:16][CH2:15]4)[CH2:19][CH2:20]2)[CH2:27]1, predict the reactants needed to synthesize it. (2) Given the product [Cl:1][C:2]1[C:15]([C:16]2[CH:21]=[CH:20][CH:19]=[CH:18][CH:17]=2)=[CH:14][N:5]2[N:6]=[C:7]3[C:12]([CH:11]=[C:10]([F:13])[CH:9]=[CH:8]3)=[C:4]2[N:3]=1, predict the reactants needed to synthesize it. The reactants are: [Cl:1][C:2]1[C:15]([C:16]2[CH:21]=[CH:20][CH:19]=[CH:18][CH:17]=2)=[C:14](Cl)[N:5]2[N:6]=[C:7]3[C:12]([CH:11]=[C:10]([F:13])[CH:9]=[CH:8]3)=[C:4]2[N:3]=1.O.O1CCCC1.[Cl-].[NH4+]. (3) The reactants are: [F:1][C:2]([F:17])([F:16])[C:3]([NH:5][C:6]1[N:7]=[C:8]2[CH:13]=[CH:12][C:11]([F:14])=[CH:10][N:9]2[CH:15]=1)=[O:4].[I:18]N1C(=O)CCC1=O.O. Given the product [F:17][C:2]([F:16])([F:1])[C:3]([NH:5][C:6]1[N:7]=[C:8]2[CH:13]=[CH:12][C:11]([F:14])=[CH:10][N:9]2[C:15]=1[I:18])=[O:4], predict the reactants needed to synthesize it. (4) Given the product [CH3:17][O:16][C:13]1[N:14]=[CH:15][C:10]2[CH2:9][NH:8][CH2:19][CH2:18][C:11]=2[N:12]=1, predict the reactants needed to synthesize it. The reactants are: C(OC([N:8]1[CH2:19][CH2:18][C:11]2[N:12]=[C:13]([O:16][CH3:17])[N:14]=[CH:15][C:10]=2[CH2:9]1)=O)(C)(C)C.FC(F)(F)C(O)=O. (5) Given the product [Cl:1][C:2]1[CH:3]=[C:4]([C:9]2[CH:21]=[CH:20][C:12]([C:13]([NH:15][S:16]([CH3:19])(=[O:18])=[O:17])=[O:14])=[CH:11][C:10]=2[O:22][CH3:23])[CH:5]=[N:6][C:7]=1[O:38][C:33]1[CH:32]=[C:31]([Cl:30])[CH:36]=[C:35]([Cl:37])[CH:34]=1, predict the reactants needed to synthesize it. The reactants are: [Cl:1][C:2]1[CH:3]=[C:4]([C:9]2[CH:21]=[CH:20][C:12]([C:13]([NH:15][S:16]([CH3:19])(=[O:18])=[O:17])=[O:14])=[CH:11][C:10]=2[O:22][CH3:23])[CH:5]=[N:6][C:7]=1F.C([O-])([O-])=O.[Cs+].[Cs+].[Cl:30][C:31]1[CH:32]=[C:33]([OH:38])[CH:34]=[C:35]([Cl:37])[CH:36]=1. (6) Given the product [C:11]1([C:8]2[N:4]3[CH2:5][CH2:6][NH:7][CH2:2][C:3]3=[N:10][N:9]=2)[CH:12]=[CH:13][CH:14]=[CH:15][CH:16]=1, predict the reactants needed to synthesize it. The reactants are: Cl[C:2]1[C:3]2[N:4]([C:8]([C:11]3[CH:16]=[CH:15][CH:14]=[CH:13][CH:12]=3)=[N:9][N:10]=2)[CH:5]=[CH:6][N:7]=1.[H][H]. (7) Given the product [CH2:1]([NH:4][C@@H:6]1[CH2:7][CH2:8][CH2:9][CH2:10][C@H:5]1[NH2:17])[CH:2]=[CH2:3], predict the reactants needed to synthesize it. The reactants are: [CH2:1]([NH2:4])[CH:2]=[CH2:3].[C:5]1(C)[CH:10]=[CH:9][CH:8]=[CH:7][CH:6]=1.Cl.[OH-].[K+].C(#[N:17])C.